Task: Predict the product of the given reaction.. Dataset: Forward reaction prediction with 1.9M reactions from USPTO patents (1976-2016) (1) Given the reactants [CH:1]1[C:10]2[C:5](=[CH:6][CH:7]=[CH:8][CH:9]=2)[CH:4]=[CH:3][CH:2]=1.[S:11](=O)(=[O:14])([OH:13])[OH:12].[CH2:16]=[O:17].[OH-].[Ca+2].[OH-], predict the reaction product. The product is: [C:9]1([S:11]([OH:14])(=[O:13])=[O:12])[C:10]2[C:5](=[CH:4][CH:3]=[CH:2][CH:1]=2)[CH:6]=[CH:7][CH:8]=1.[CH2:16]=[O:17]. (2) The product is: [F:49][CH:50]([F:59])[C:51]1[C:52]([CH2:57][N:1]2[C:9]3[C:4](=[CH:5][CH:6]=[CH:7][CH:8]=3)[C@@:3]3([C:21]4[C:12](=[CH:13][C:14]5[O:19][CH2:18][CH2:17][O:16][C:15]=5[CH:20]=4)[O:11][CH2:10]3)[C:2]2=[O:22])=[N:53][CH:54]=[CH:55][CH:56]=1. Given the reactants [NH:1]1[C:9]2[C:4](=[CH:5][CH:6]=[CH:7][CH:8]=2)[C@@:3]2([C:21]3[C:12](=[CH:13][C:14]4[O:19][CH2:18][CH2:17][O:16][C:15]=4[CH:20]=3)[O:11][CH2:10]2)[C:2]1=[O:22].N1C2C(=CC=CC=2)C2(C3C=CC4OCCOC=4C=3OC2)C1=O.Cl.CO.Cl.[F:49][C:50](F)([F:59])[C:51]1[C:52]([CH2:57]O)=[N:53][CH:54]=[CH:55][CH:56]=1, predict the reaction product. (3) Given the reactants [CH2:1]([NH:3][C:4]([NH:6][C:7]1[CH:12]=[C:11]([C:13]2[S:14][CH:15]=[C:16]([C:18]([F:21])([F:20])[F:19])[N:17]=2)[C:10](B2OC(C)(C)C(C)(C)O2)=[CH:9][N:8]=1)=[O:5])[CH3:2].C(=O)([O-])[O-].[K+].[K+].Br[C:38]1[CH:39]=[N+:40]([O-:50])[CH:41]=[C:42]([C:44]2[O:45][C:46]([CH3:49])=[N:47][N:48]=2)[CH:43]=1.C(#N)C, predict the reaction product. The product is: [CH2:1]([NH:3][C:4](=[O:5])[NH:6][C:7]1[N:8]=[CH:9][C:10]([C:38]2[CH:39]=[N+:40]([O-:50])[CH:41]=[C:42]([C:44]3[O:45][C:46]([CH3:49])=[N:47][N:48]=3)[CH:43]=2)=[C:11]([C:13]2[S:14][CH:15]=[C:16]([C:18]([F:19])([F:20])[F:21])[N:17]=2)[CH:12]=1)[CH3:2]. (4) Given the reactants [Br:1][C:2]1[CH:3]=[CH:4][C:5](=[O:8])[NH:6][CH:7]=1.Cl[C:10]1[C:15]([C:16]#[N:17])=[CH:14][CH:13]=[CH:12][N:11]=1.C(=O)([O-])[O-].[Cs+].[Cs+], predict the reaction product. The product is: [Br:1][C:2]1[CH:3]=[CH:4][C:5](=[O:8])[N:6]([C:10]2[C:15]([C:16]#[N:17])=[CH:14][CH:13]=[CH:12][N:11]=2)[CH:7]=1. (5) The product is: [CH3:23][N:14]1[CH:13]=[C:12]([C:4]2[CH:3]=[C:2]([O:1][CH2:24][C:25]3[CH:30]=[CH:29][CH:28]=[CH:27][CH:26]=3)[CH:7]=[C:6]([S:8]([CH3:11])(=[O:10])=[O:9])[CH:5]=2)[C:21]2[C:16](=[CH:17][CH:18]=[CH:19][CH:20]=2)[C:15]1=[O:22]. Given the reactants [OH:1][C:2]1[CH:3]=[C:4]([C:12]2[C:21]3[C:16](=[CH:17][CH:18]=[CH:19][CH:20]=3)[C:15](=[O:22])[N:14]([CH3:23])[CH:13]=2)[CH:5]=[C:6]([S:8]([CH3:11])(=[O:10])=[O:9])[CH:7]=1.[CH2:24](Br)[C:25]1[CH:30]=[CH:29][CH:28]=[CH:27][CH:26]=1.C([O-])([O-])=O.[Cs+].[Cs+], predict the reaction product. (6) Given the reactants Br[CH2:2]/[CH:3]=[CH:4]/[C:5]([O:7][CH2:8][CH3:9])=[O:6].[NH:10]([CH3:12])[CH3:11].[OH-].[Na+].C(Cl)[Cl:16], predict the reaction product. The product is: [ClH:16].[CH3:11][N:10]([CH3:12])[CH2:2]/[CH:3]=[CH:4]/[C:5]([O:7][CH2:8][CH3:9])=[O:6]. (7) Given the reactants [NH2:1][C@H:2]([C:6]([OH:8])=[O:7])[CH2:3][CH2:4]O.S(=O)(=O)(O)O.[ClH:14].CO, predict the reaction product. The product is: [ClH:14].[Cl:14][CH2:4][CH2:3][CH:2]([NH2:1])[C:6]([OH:8])=[O:7]. (8) Given the reactants [CH3:1][C:2]1[N:12]=[C:11]2[N:6]([CH2:7][CH2:8][CH2:9][CH:10]2[OH:13])[C:4](=[O:5])[C:3]=1[CH2:14][CH2:15][N:16]1[CH2:21][CH2:20][CH:19]([C:22]2[C:23]3[CH:24]=[CH:25][C:26]([F:31])=[CH:27][C:28]=3[O:29][N:30]=2)[CH2:18][CH2:17]1.[C:32]([OH:47])(=[O:46])[CH2:33][CH2:34][CH2:35][CH2:36][CH2:37][CH2:38][CH2:39][CH2:40][CH2:41][CH2:42][CH2:43][CH2:44][CH3:45].C(N(CC)CC)C.C(Cl)(=O)C1C=CC=CC=1, predict the reaction product. The product is: [CH3:1][C:2]1[N:12]=[C:11]2[N:6]([CH2:7][CH2:8][CH2:9][CH:10]2[OH:13])[C:4](=[O:5])[C:3]=1[CH2:14][CH2:15][N:16]1[CH2:21][CH2:20][CH:19]([C:22]2[C:23]3[CH:24]=[CH:25][C:26]([F:31])=[CH:27][C:28]=3[O:29][N:30]=2)[CH2:18][CH2:17]1.[C:32]([O-:47])(=[O:46])[CH2:33][CH2:34][CH2:35][CH2:36][CH2:37][CH2:38][CH2:39][CH2:40][CH2:41][CH2:42][CH2:43][CH2:44][CH3:45]. (9) Given the reactants [CH3:1][CH:2]1[C:6](=[O:7])[CH2:5][CH2:4][C:3]1=[O:8].[NH2:9][C:10]1[CH:11]=[C:12]([S:17]([NH2:20])(=[O:19])=[O:18])[CH:13]=[CH:14][C:15]=1[Cl:16], predict the reaction product. The product is: [Cl:16][C:15]1[CH:14]=[CH:13][C:12]([S:17]([NH2:20])(=[O:19])=[O:18])=[CH:11][C:10]=1[NH:9][C:6]1[CH2:5][CH2:4][C:3](=[O:8])[C:2]=1[CH3:1].[OH2:7]. (10) Given the reactants [NH2:1][CH2:2][CH2:3][C:4]1[CH:9]=[CH:8][C:7]([OH:10])=[CH:6][CH:5]=1.C(=O)(O)[O-].[Na+].Cl[C:17]([O:19][CH3:20])=[O:18], predict the reaction product. The product is: [CH3:20][O:19][C:17](=[O:18])[NH:1][CH2:2][CH2:3][C:4]1[CH:9]=[CH:8][C:7]([OH:10])=[CH:6][CH:5]=1.